Dataset: NCI-60 drug combinations with 297,098 pairs across 59 cell lines. Task: Regression. Given two drug SMILES strings and cell line genomic features, predict the synergy score measuring deviation from expected non-interaction effect. (1) Drug 2: CC1=CC2C(CCC3(C2CCC3(C(=O)C)OC(=O)C)C)C4(C1=CC(=O)CC4)C. Synergy scores: CSS=27.7, Synergy_ZIP=-2.75, Synergy_Bliss=5.67, Synergy_Loewe=-40.2, Synergy_HSA=1.95. Cell line: RXF 393. Drug 1: COC1=CC(=CC(=C1O)OC)C2C3C(COC3=O)C(C4=CC5=C(C=C24)OCO5)OC6C(C(C7C(O6)COC(O7)C8=CC=CS8)O)O. (2) Drug 2: CCCCCOC(=O)NC1=NC(=O)N(C=C1F)C2C(C(C(O2)C)O)O. Drug 1: CC1=C2C(C(=O)C3(C(CC4C(C3C(C(C2(C)C)(CC1OC(=O)C(C(C5=CC=CC=C5)NC(=O)OC(C)(C)C)O)O)OC(=O)C6=CC=CC=C6)(CO4)OC(=O)C)OC)C)OC. Synergy scores: CSS=45.4, Synergy_ZIP=10.9, Synergy_Bliss=8.99, Synergy_Loewe=-48.8, Synergy_HSA=6.92. Cell line: EKVX. (3) Drug 1: C1=CC=C(C=C1)NC(=O)CCCCCCC(=O)NO. Drug 2: CC12CCC3C(C1CCC2O)C(CC4=C3C=CC(=C4)O)CCCCCCCCCS(=O)CCCC(C(F)(F)F)(F)F. Cell line: SNB-19. Synergy scores: CSS=0.625, Synergy_ZIP=0.386, Synergy_Bliss=0.629, Synergy_Loewe=0.933, Synergy_HSA=-0.0964. (4) Drug 1: C1=NC(=NC(=O)N1C2C(C(C(O2)CO)O)O)N. Drug 2: B(C(CC(C)C)NC(=O)C(CC1=CC=CC=C1)NC(=O)C2=NC=CN=C2)(O)O. Cell line: NCI/ADR-RES. Synergy scores: CSS=25.9, Synergy_ZIP=-13.0, Synergy_Bliss=-16.2, Synergy_Loewe=-15.5, Synergy_HSA=-15.2. (5) Drug 1: CC1=C2C(C(=O)C3(C(CC4C(C3C(C(C2(C)C)(CC1OC(=O)C(C(C5=CC=CC=C5)NC(=O)OC(C)(C)C)O)O)OC(=O)C6=CC=CC=C6)(CO4)OC(=O)C)O)C)O. Drug 2: C1=CN(C=N1)CC(O)(P(=O)(O)O)P(=O)(O)O. Cell line: SW-620. Synergy scores: CSS=4.57, Synergy_ZIP=-2.89, Synergy_Bliss=-1.09, Synergy_Loewe=-3.88, Synergy_HSA=-1.99. (6) Drug 1: C1=CC(=C2C(=C1NCCNCCO)C(=O)C3=C(C=CC(=C3C2=O)O)O)NCCNCCO. Drug 2: C1=CN(C(=O)N=C1N)C2C(C(C(O2)CO)O)O.Cl. Cell line: SK-MEL-5. Synergy scores: CSS=32.4, Synergy_ZIP=-1.46, Synergy_Bliss=2.03, Synergy_Loewe=-10.5, Synergy_HSA=3.05. (7) Drug 1: CC(C1=C(C=CC(=C1Cl)F)Cl)OC2=C(N=CC(=C2)C3=CN(N=C3)C4CCNCC4)N. Drug 2: CC1=CC=C(C=C1)C2=CC(=NN2C3=CC=C(C=C3)S(=O)(=O)N)C(F)(F)F. Cell line: NCI-H522. Synergy scores: CSS=14.6, Synergy_ZIP=-3.95, Synergy_Bliss=2.99, Synergy_Loewe=3.34, Synergy_HSA=3.33. (8) Drug 1: C1=NC2=C(N=C(N=C2N1C3C(C(C(O3)CO)O)F)Cl)N. Drug 2: C1=NC(=NC(=O)N1C2C(C(C(O2)CO)O)O)N. Cell line: SK-MEL-28. Synergy scores: CSS=18.1, Synergy_ZIP=-4.74, Synergy_Bliss=1.07, Synergy_Loewe=-3.57, Synergy_HSA=-0.575.